Dataset: Forward reaction prediction with 1.9M reactions from USPTO patents (1976-2016). Task: Predict the product of the given reaction. (1) Given the reactants [CH3:1][C:2]1[CH:7]=[C:6]([O:8][CH2:9][CH2:10][CH2:11][CH2:12][CH2:13][CH2:14][CH2:15][CH2:16][CH2:17][CH2:18][CH2:19][CH2:20][CH2:21][CH2:22][CH2:23][CH2:24][CH2:25][CH3:26])[CH:5]=[CH:4][C:3]=1[N+:27]([O-])=O.CO.Cl.C(=O)([O-])[O-].[K+].[K+], predict the reaction product. The product is: [CH3:1][C:2]1[CH:7]=[C:6]([O:8][CH2:9][CH2:10][CH2:11][CH2:12][CH2:13][CH2:14][CH2:15][CH2:16][CH2:17][CH2:18][CH2:19][CH2:20][CH2:21][CH2:22][CH2:23][CH2:24][CH2:25][CH3:26])[CH:5]=[CH:4][C:3]=1[NH2:27]. (2) Given the reactants [CH2:1]([O:8][CH2:9][N:10]1[C:18]2[C:17]([NH2:19])=[N:16][C:15]([CH2:20][CH2:21][CH2:22][CH3:23])=[N:14][C:13]=2[C:12]([C:24]#[C:25][CH2:26][CH2:27][CH2:28]Cl)=[C:11]1[CH3:30])[C:2]1[CH:7]=[CH:6][CH:5]=[CH:4][CH:3]=1.C(N(CC)CC)C.Cl.[F:39][CH:40]1[CH2:45][CH2:44][NH:43][CH2:42][CH2:41]1, predict the reaction product. The product is: [CH2:1]([O:8][CH2:9][N:10]1[C:18]2[C:17]([NH2:19])=[N:16][C:15]([CH2:20][CH2:21][CH2:22][CH3:23])=[N:14][C:13]=2[C:12]([C:24]#[C:25][CH2:26][CH2:27][CH2:28][N:43]2[CH2:44][CH2:45][CH:40]([F:39])[CH2:41][CH2:42]2)=[C:11]1[CH3:30])[C:2]1[CH:7]=[CH:6][CH:5]=[CH:4][CH:3]=1. (3) Given the reactants CC(C)(C)C([NH:5][C:6]1[CH:7]=[N:8][C:9]([N:19]2[CH2:24][CH2:23][S:22][CH2:21][CH2:20]2)=[CH:10][C:11]=1[C:12]1[CH:17]=[CH:16][CH:15]=[CH:14][C:13]=1[CH3:18])=O, predict the reaction product. The product is: [N:19]1([C:9]2[N:8]=[CH:7][C:6]([NH2:5])=[C:11]([C:12]3[CH:17]=[CH:16][CH:15]=[CH:14][C:13]=3[CH3:18])[CH:10]=2)[CH2:24][CH2:23][S:22][CH2:21][CH2:20]1. (4) Given the reactants [NH2:1][C:2]1[C:3]([C:25]#[N:26])=[C:4]([C:16]2[CH:21]=[C:20]([F:22])[CH:19]=[CH:18][C:17]=2[O:23][CH3:24])[C:5]2[C:10](=[O:11])[N:9]([CH3:12])[C:8](=[O:13])[N:7]([CH3:14])[C:6]=2[N:15]=1.[CH2:27]([O:34][C:35]1[CH:40]=[CH:39][CH:38]=[C:37]([CH2:41]Br)[CH:36]=1)[C:28]1[CH:33]=[CH:32][CH:31]=[CH:30][CH:29]=1.NCC1C(NCC2C=CC3C(=CC=CC=3)C=2)=NC2N(C)C(=O)N(C)C(=O)C=2C=1C1C=C(F)C=CC=1OC, predict the reaction product. The product is: [NH2:26][CH2:25][C:3]1[C:2]([NH:1][CH2:41][C:37]2[CH:38]=[CH:39][CH:40]=[C:35]([O:34][CH2:27][C:28]3[CH:33]=[CH:32][CH:31]=[CH:30][CH:29]=3)[CH:36]=2)=[N:15][C:6]2[N:7]([CH3:14])[C:8](=[O:13])[N:9]([CH3:12])[C:10](=[O:11])[C:5]=2[C:4]=1[C:16]1[CH:21]=[C:20]([F:22])[CH:19]=[CH:18][C:17]=1[O:23][CH3:24]. (5) Given the reactants [OH-:1].[Na+].[C:3]1([CH3:45])[CH:8]=[CH:7][C:6]([S:9]([O:12][CH2:13][C@H:13]([O:12][S:9]([C:6]2[CH:5]=[CH:4][C:3]([CH3:45])=[CH:8][CH:7]=2)(=[O:11])=[O:10])COC2C=CC=C[C:13]=2[O:12][S:9]([C:6]2[CH:5]=[CH:4][C:3]([CH3:45])=[CH:8][CH:7]=2)(=[O:11])=[O:10])(=[O:11])=[O:10])=[CH:5][CH:4]=1.CO.[CH2:48]1[CH2:52][O:51][CH2:50][CH2:49]1, predict the reaction product. The product is: [CH3:45][C:3]1[CH:8]=[CH:7][C:6]([S:9]([O:12][CH2:13][C@@H:48]2[O:1][C:8]3[CH:3]=[CH:4][CH:5]=[CH:49][C:50]=3[O:51][CH2:52]2)(=[O:11])=[O:10])=[CH:5][CH:4]=1. (6) Given the reactants [CH:1]1([C:5]2[C:13]([C:14]3[NH:18][C:17]([CH3:19])=[N:16][N:15]=3)=[CH:12][C:8]([C:9]([OH:11])=[O:10])=[C:7]([CH3:20])[CH:6]=2)[CH2:4][CH2:3][CH2:2]1.Br[Mg][CH:23]1CCCC1, predict the reaction product. The product is: [CH:1]1([C:5]2[C:13]([C:14]3[NH:18][C:17]([CH3:19])=[N:16][N:15]=3)=[CH:12][C:8]([C:9]([OH:11])=[O:10])=[C:7]([CH3:20])[CH:6]=2)[CH2:2][CH2:3][CH2:23][CH2:4]1. (7) Given the reactants [NH2:1][C:2]1[CH:7]=[CH:6][C:5]([N:8]2[C:14](=[O:15])[CH2:13][C:12](=[O:16])[NH:11][C:10]3[C:17]4[C:22]([CH:23]=[CH:24][C:9]2=3)=[CH:21][CH:20]=[CH:19][CH:18]=4)=[CH:4][CH:3]=1.[Cl:25][C:26]1[CH:27]=[C:28]([CH:32]=[CH:33][CH:34]=1)[C:29](Cl)=[O:30].C(NC1C=CC(N2C(=O)CC(=O)NC3C4C(C=CC2=3)=CC=CC=4)=CC=1)(=O)C1C=CC=CC=1, predict the reaction product. The product is: [Cl:25][C:26]1[CH:27]=[C:28]([CH:32]=[CH:33][CH:34]=1)[C:29]([NH:1][C:2]1[CH:7]=[CH:6][C:5]([N:8]2[C:14](=[O:15])[CH2:13][C:12](=[O:16])[NH:11][C:10]3[C:17]4[C:22]([CH:23]=[CH:24][C:9]2=3)=[CH:21][CH:20]=[CH:19][CH:18]=4)=[CH:4][CH:3]=1)=[O:30]. (8) Given the reactants C([N:8]1[CH2:13][C:12]([CH3:15])([CH3:14])[O:11][CH2:10][C@H:9]1[CH2:16][CH2:17][OH:18])C1C=CC=CC=1, predict the reaction product. The product is: [CH3:14][C:12]1([CH3:15])[CH2:13][NH:8][C@H:9]([CH2:16][CH2:17][OH:18])[CH2:10][O:11]1.